From a dataset of Forward reaction prediction with 1.9M reactions from USPTO patents (1976-2016). Predict the product of the given reaction. (1) Given the reactants [C:1]([NH:5][C:6]([C:8]1[CH:12]=[C:11]([C:13]2[CH:18]=[CH:17][C:16]([C:19]#N)=[CH:15][N:14]=2)[N:10]([C:21]2[CH:22]=[N:23][CH:24]=[CH:25][CH:26]=2)[N:9]=1)=[O:7])([CH3:4])([CH3:3])[CH3:2].N.C([OH:30])C, predict the reaction product. The product is: [C:1]([NH:5][C:6]([C:8]1[CH:12]=[C:11]([C:13]2[CH:18]=[CH:17][C:16]([CH2:19][OH:30])=[CH:15][N:14]=2)[N:10]([C:21]2[CH:22]=[N:23][CH:24]=[CH:25][CH:26]=2)[N:9]=1)=[O:7])([CH3:4])([CH3:3])[CH3:2]. (2) Given the reactants [NH2:1][CH2:2][CH2:3][CH2:4][C:5]#[C:6][CH2:7][N:8]1[CH:12]=[C:11]([C:13]2[N:18]=[C:17]([C:19]([NH:21][C:22]3[C:23]([C:28]([O-])=[O:29])=[N:24][N:25]([CH3:27])[CH:26]=3)=[O:20])[CH:16]=[CH:15][CH:14]=2)[CH:10]=[N:9]1.[Li+].F[P-](F)(F)(F)(F)F.N1(O[P+](N(C)C)(N(C)C)N(C)C)C2C=CC=CC=2N=N1.C(N(C(C)C)C(C)C)C, predict the reaction product. The product is: [CH3:27][N:25]1[CH:26]=[C:22]2[C:23]([C:28](=[O:29])[NH:1][CH2:2][CH2:3][CH2:4][C:5]#[C:6][CH2:7][N:8]3[CH:12]=[C:11]([C:13]4[N:18]=[C:17]([C:19](=[O:20])[NH:21]2)[CH:16]=[CH:15][CH:14]=4)[CH:10]=[N:9]3)=[N:24]1. (3) Given the reactants Br[CH2:2][C:3]1[C:8]([O:9][CH3:10])=[CH:7][CH:6]=[CH:5][C:4]=1[N:11]1[C:15](=[O:16])[N:14]([CH3:17])[N:13]=[N:12]1.[F:18][C:19]1[CH:24]=[CH:23][C:22]([N:25]2[CH:29]=[CH:28][C:27]([OH:30])=[N:26]2)=[CH:21][CH:20]=1.C(=O)([O-])[O-].[K+].[K+].C(#N)C, predict the reaction product. The product is: [F:18][C:19]1[CH:20]=[CH:21][C:22]([N:25]2[CH:29]=[CH:28][C:27]([O:30][CH2:2][C:3]3[C:8]([O:9][CH3:10])=[CH:7][CH:6]=[CH:5][C:4]=3[N:11]3[C:15](=[O:16])[N:14]([CH3:17])[N:13]=[N:12]3)=[N:26]2)=[CH:23][CH:24]=1. (4) Given the reactants C(N(C(C)(C)C)C(=O)O)(C)(C)C.[CH3:13][NH:14][C:15]1[N:20]=[C:19]([C:21]2[C:22]([O:27][C:28]3[CH:33]=[CH:32][C:31]([NH:34][C:35]([NH2:37])=[NH:36])=[CH:30][CH:29]=3)=[N:23][CH:24]=[CH:25][CH:26]=2)[CH:18]=[CH:17][N:16]=1.[C:38]([OH:44])([C:40]([F:43])([F:42])[F:41])=[O:39], predict the reaction product. The product is: [OH:44][C:38]([C:40]([F:43])([F:42])[F:41])=[O:39].[OH:44][C:38]([C:40]([F:43])([F:42])[F:41])=[O:39].[CH3:13][NH:14][C:15]1[N:20]=[C:19]([C:21]2[C:22]([O:27][C:28]3[CH:33]=[CH:32][C:31]([NH:34][C:35]([NH2:37])=[NH:36])=[CH:30][CH:29]=3)=[N:23][CH:24]=[CH:25][CH:26]=2)[CH:18]=[CH:17][N:16]=1.